Task: Predict which catalyst facilitates the given reaction.. Dataset: Catalyst prediction with 721,799 reactions and 888 catalyst types from USPTO (1) Reactant: [C:1]([O:5][C:6]([N:8]1[CH2:13][CH2:12][C:11]([CH2:19][C:20](O)=[O:21])([C:14]([O:16][CH2:17][CH3:18])=[O:15])[CH2:10][CH2:9]1)=[O:7])([CH3:4])([CH3:3])[CH3:2].O1CCCC1.B.O.C(=O)([O-])[O-].[K+].[K+]. Product: [C:1]([O:5][C:6]([N:8]1[CH2:13][CH2:12][C:11]([C:14]([O:16][CH2:17][CH3:18])=[O:15])([CH2:19][CH2:20][OH:21])[CH2:10][CH2:9]1)=[O:7])([CH3:3])([CH3:4])[CH3:2]. The catalyst class is: 7. (2) Reactant: [OH:1][C:2]1[CH:9]=[CH:8][C:7]([O:10][CH3:11])=[CH:6][C:3]=1[CH:4]=O.N12CCN(CC1)CC2.[C:20](#[N:23])[CH:21]=[CH2:22]. Product: [CH3:11][O:10][C:7]1[CH:6]=[C:3]2[C:2](=[CH:9][CH:8]=1)[O:1][CH2:22][C:21]([C:20]#[N:23])=[CH:4]2. The catalyst class is: 22.